This data is from NCI-60 drug combinations with 297,098 pairs across 59 cell lines. The task is: Regression. Given two drug SMILES strings and cell line genomic features, predict the synergy score measuring deviation from expected non-interaction effect. (1) Drug 1: C1=NC(=NC(=O)N1C2C(C(C(O2)CO)O)O)N. Drug 2: COC1=C2C(=CC3=C1OC=C3)C=CC(=O)O2. Cell line: CAKI-1. Synergy scores: CSS=25.2, Synergy_ZIP=-0.179, Synergy_Bliss=-2.88, Synergy_Loewe=-20.0, Synergy_HSA=-4.23. (2) Drug 1: C1CCC(CC1)NC(=O)N(CCCl)N=O. Drug 2: C1CC(=O)NC(=O)C1N2C(=O)C3=CC=CC=C3C2=O. Cell line: K-562. Synergy scores: CSS=34.0, Synergy_ZIP=3.80, Synergy_Bliss=3.05, Synergy_Loewe=-6.98, Synergy_HSA=1.94. (3) Synergy scores: CSS=28.1, Synergy_ZIP=-2.51, Synergy_Bliss=-3.29, Synergy_Loewe=-4.47, Synergy_HSA=-3.76. Cell line: OVCAR3. Drug 2: C1=NC(=NC(=O)N1C2C(C(C(O2)CO)O)O)N. Drug 1: CCCCC(=O)OCC(=O)C1(CC(C2=C(C1)C(=C3C(=C2O)C(=O)C4=C(C3=O)C=CC=C4OC)O)OC5CC(C(C(O5)C)O)NC(=O)C(F)(F)F)O. (4) Drug 1: CC12CCC3C(C1CCC2=O)CC(=C)C4=CC(=O)C=CC34C. Drug 2: C1CC(=O)NC(=O)C1N2C(=O)C3=CC=CC=C3C2=O. Cell line: MDA-MB-231. Synergy scores: CSS=39.7, Synergy_ZIP=0.683, Synergy_Bliss=-2.99, Synergy_Loewe=-2.76, Synergy_HSA=-2.86. (5) Drug 1: C1C(C(OC1N2C=NC3=C(N=C(N=C32)Cl)N)CO)O. Drug 2: CN1C(=O)N2C=NC(=C2N=N1)C(=O)N. Cell line: HCC-2998. Synergy scores: CSS=37.2, Synergy_ZIP=2.83, Synergy_Bliss=3.42, Synergy_Loewe=-37.7, Synergy_HSA=1.10.